Dataset: Reaction yield outcomes from USPTO patents with 853,638 reactions. Task: Predict the reaction yield, written as a fraction of the theoretical maximum amount of product (1.0 means a 100% yield; for example, 0.34 means a 34% yield). The reactants are [Cl:1][C:2]1[CH:7]=[CH:6][C:5]([C:8]2[C:12]([C:13](OCC)=[O:14])=[CH:11][O:10][N:9]=2)=[CH:4][C:3]=1[F:18].[H-].C([Al+]CC(C)C)C(C)C.Cl. The catalyst is O1CCCC1. The product is [Cl:1][C:2]1[CH:7]=[CH:6][C:5]([C:8]2[C:12]([CH2:13][OH:14])=[CH:11][O:10][N:9]=2)=[CH:4][C:3]=1[F:18]. The yield is 0.960.